Dataset: Full USPTO retrosynthesis dataset with 1.9M reactions from patents (1976-2016). Task: Predict the reactants needed to synthesize the given product. (1) Given the product [F:20][C:14]1[CH:15]=[C:16]([F:19])[CH:17]=[CH:18][C:13]=1[C:5]([OH:12])([CH2:6][N:7]1[CH:11]=[N:10][CH:9]=[N:8]1)[CH2:4][N:1]1[CH:23]=[C:22]([CH2:21][OH:24])[N:3]=[N:2]1, predict the reactants needed to synthesize it. The reactants are: [N:1]([CH2:4][C:5]([C:13]1[CH:18]=[CH:17][C:16]([F:19])=[CH:15][C:14]=1[F:20])([OH:12])[CH2:6][N:7]1[CH:11]=[N:10][CH:9]=[N:8]1)=[N+:2]=[N-:3].[CH2:21]([OH:24])[C:22]#[CH:23].O=C1O[C@H]([C@H](CO)O)C([O-])=C1O.[Na+]. (2) Given the product [F:1][C:2]([F:7])([F:6])[C:3]([OH:5])=[O:4].[C:82]1([CH:81]([C:88]2[CH:93]=[CH:92][CH:91]=[CH:90][CH:89]=2)[CH2:80][NH:79][C:60]2[N:59]=[C:58]([NH:100][CH:97]3[CH2:98][CH2:99][N:94]([C:101]4[CH:106]=[CH:105][CH:104]=[CH:103][N:102]=4)[CH2:95][CH2:96]3)[N:66]=[C:65]3[C:61]=2[N:62]=[CH:63][N:64]3[C@@H:67]2[CH2:71][C@H:70]([NH:72][C:73](=[O:76])[CH2:74][CH3:75])[C@@H:69]([OH:77])[C@H:68]2[OH:78])[CH:87]=[CH:86][CH:85]=[CH:84][CH:83]=1, predict the reactants needed to synthesize it. The reactants are: [F:1][C:2]([F:7])([F:6])[C:3]([OH:5])=[O:4].N[C@@H]1CCN(C2N=C3C(N=CN3[C@@H]3C[C@H](NC(=O)COCC4C=CC=CC=4)[C@@H](O)[C@H]3O)=C(NCC(C3C=CC=CC=3)C3C=CC=CC=3)N=2)C1.Cl[C:58]1[N:66]=[C:65]2[C:61]([N:62]=[CH:63][N:64]2[C@@H:67]2[CH2:71][C@H:70]([NH:72][C:73](=[O:76])[CH2:74][CH3:75])[C@@H:69]([OH:77])[C@H:68]2[OH:78])=[C:60]([NH:79][CH2:80][CH:81]([C:88]2[CH:93]=[CH:92][CH:91]=[CH:90][CH:89]=2)[C:82]2[CH:87]=[CH:86][CH:85]=[CH:84][CH:83]=2)[N:59]=1.[N:94]1([C:101]2[CH:106]=[CH:105][CH:104]=[CH:103][N:102]=2)[CH2:99][CH2:98][CH:97]([NH2:100])[CH2:96][CH2:95]1.